This data is from Catalyst prediction with 721,799 reactions and 888 catalyst types from USPTO. The task is: Predict which catalyst facilitates the given reaction. (1) The catalyst class is: 3. Product: [Cl:3][CH2:16][C:12]1[CH:11]=[C:10]([N:5]2[CH:9]=[CH:8][N:7]=[CH:6]2)[CH:15]=[CH:14][CH:13]=1. Reactant: S(Cl)([Cl:3])=O.[N:5]1([C:10]2[CH:11]=[C:12]([CH2:16]O)[CH:13]=[CH:14][CH:15]=2)[CH:9]=[CH:8][N:7]=[CH:6]1. (2) Reactant: [CH:1]([O:4][C:5]1[CH:10]=[CH:9][C:8]([CH2:11]O)=[CH:7][CH:6]=1)([CH3:3])[CH3:2].[H-].[Na+].CS([O:19][CH2:20][CH2:21][O:22][C:23]1[CH:28]=[CH:27][C:26]([CH2:29][CH2:30][N:31]2[CH2:35][C@@H:34]([C:36]3[CH:47]=[CH:46][C:39]4[O:40][C:41]([CH3:45])([CH3:44])[O:42][CH2:43][C:38]=4[CH:37]=3)[O:33][C:32]2=[O:48])=[CH:25][CH:24]=1)(=O)=O. Product: [CH3:44][C:41]1([CH3:45])[O:40][C:39]2[CH:46]=[CH:47][C:36]([C@H:34]3[O:33][C:32](=[O:48])[N:31]([CH2:30][CH2:29][C:26]4[CH:27]=[CH:28][C:23]([O:22][CH2:21][CH2:20][O:19][CH2:11][C:8]5[CH:9]=[CH:10][C:5]([O:4][CH:1]([CH3:3])[CH3:2])=[CH:6][CH:7]=5)=[CH:24][CH:25]=4)[CH2:35]3)=[CH:37][C:38]=2[CH2:43][O:42]1. The catalyst class is: 31. (3) The catalyst class is: 400. Reactant: [Cl:1][C:2]1[CH:3]=[C:4]([C:14]#[N:15])[C:5]([NH:8][C:9](=O)[O:10]CC)=[N:6][CH:7]=1.[CH3:16][O:17][CH2:18][C:19]([NH:21][NH2:22])=O. Product: [Cl:1][C:2]1[CH:7]=[N:6][C:5]2[N:8]=[C:9]([OH:10])[N:22]3[N:21]=[C:19]([CH2:18][O:17][CH3:16])[N:15]=[C:14]3[C:4]=2[CH:3]=1. (4) Product: [CH:1]1([S:4]([N:9]2[CH2:14][CH2:13][CH:12]([CH2:15][CH:16]([N:20]3[CH:24]=[C:23]([C:25]4[C:26]5[CH:33]=[CH:32][NH:31][C:27]=5[N:28]=[CH:29][N:30]=4)[CH:22]=[N:21]3)[CH2:17][C:18]#[N:19])[CH2:11][CH2:10]2)(=[O:6])=[O:5])[CH2:3][CH2:2]1. The catalyst class is: 10. Reactant: [CH:1]1([S:4](Cl)(=[O:6])=[O:5])[CH2:3][CH2:2]1.Cl.[NH:9]1[CH2:14][CH2:13][CH:12]([CH2:15][CH:16]([N:20]2[CH:24]=[C:23]([C:25]3[C:26]4[CH:33]=[CH:32][N:31](COCC[Si](C)(C)C)[C:27]=4[N:28]=[CH:29][N:30]=3)[CH:22]=[N:21]2)[CH2:17][C:18]#[N:19])[CH2:11][CH2:10]1.C(N(CC)CC)C.O.